Predict the product of the given reaction. From a dataset of Forward reaction prediction with 1.9M reactions from USPTO patents (1976-2016). (1) Given the reactants [CH3:1][O:2][C:3]1[CH:8]=[CH:7][C:6]([NH:9][C:10]2[CH:15]=[CH:14][CH:13]=[CH:12][C:11]=2[NH:16][C:17]([C:19]2[CH:20]=[N:21][O:22][C:23]=2[CH3:24])=O)=[CH:5][CH:4]=1, predict the reaction product. The product is: [CH3:1][O:2][C:3]1[CH:8]=[CH:7][C:6]([N:9]2[C:10]3[CH:15]=[CH:14][CH:13]=[CH:12][C:11]=3[N:16]=[C:17]2[C:19]2[CH:20]=[N:21][O:22][C:23]=2[CH3:24])=[CH:5][CH:4]=1. (2) Given the reactants Cl[C:2]1[N:10]=[C:9]([O:11][CH2:12][C:13]([F:16])([F:15])[F:14])[C:8]([F:17])=[CH:7][C:3]=1[C:4]([OH:6])=[O:5].C(N(CC)CC)C, predict the reaction product. The product is: [F:17][C:8]1[C:9]([O:11][CH2:12][C:13]([F:15])([F:16])[F:14])=[N:10][CH:2]=[C:3]([CH:7]=1)[C:4]([OH:6])=[O:5]. (3) The product is: [CH3:46][C:45]([CH3:40])([CH2:33][NH:34][C:3]([CH2:2][C@@H:8]1[CH2:26][CH2:25][C@:11]2([O:15][C:14]3([CH:16]4[CH2:17][CH:18]5[CH2:24][CH:22]([CH2:23]4)[CH2:21][CH:20]3[CH2:19]5)[O:13][O:12]2)[CH2:10][CH2:9]1)=[O:27])[NH2:47]. Given the reactants C1[C:2]([C@@H:8]2[CH2:26][CH2:25][C@@:11]3([O:15][C@:14]4([CH:20]5[CH2:21][CH:22]6[CH2:24][CH:18]([CH2:19]5)[CH2:17][CH:16]4[CH2:23]6)[O:13][O:12]3)[CH2:10][CH2:9]2)=[CH:3]C=C(O)C=1.[OH-:27].[Na+].Cl.ClCC[CH2:33][N:34]1CCOCC1.[CH3:40]S(O)(=O)=O.[C:45](#[N:47])[CH3:46], predict the reaction product. (4) Given the reactants [CH2:1](/[C:3](/[C:11]1[CH:16]=[CH:15][C:14]([C:17]([C:22]2[CH:27]=[CH:26][C:25]([OH:28])=[C:24]([CH3:29])[CH:23]=2)([CH2:20][CH3:21])[CH2:18][CH3:19])=[CH:13][C:12]=1[CH3:30])=[CH:4]\[C:5]([CH2:9][CH3:10])([OH:8])[CH2:6][CH3:7])[CH3:2].C([O-])([O-])=O.[K+].[K+].C1(C)C(S([CH2:46][C@H:47]2[O:51][C:50](=[O:52])[CH2:49][CH2:48]2)(=O)=O)=CC=CC=1.C([O-])(O)=O.[Na+], predict the reaction product. The product is: [CH2:1](/[C:3](/[C:11]1[CH:16]=[CH:15][C:14]([C:17]([C:22]2[CH:27]=[CH:26][C:25]([O:28][CH2:46][C@H:47]3[O:51][C:50](=[O:52])[CH2:49][CH2:48]3)=[C:24]([CH3:29])[CH:23]=2)([CH2:18][CH3:19])[CH2:20][CH3:21])=[CH:13][C:12]=1[CH3:30])=[CH:4]\[C:5]([CH2:9][CH3:10])([OH:8])[CH2:6][CH3:7])[CH3:2]. (5) Given the reactants [CH:1]([NH:4][CH2:5][C:6]1[CH:7]=[C:8]([CH:11]=[CH:12][CH:13]=1)[C:9]#[N:10])([CH3:3])[CH3:2].[C:14]([O:18][C:19]([CH3:22])([CH3:21])[CH3:20])(=[O:17])[CH:15]=[CH2:16].C1CCN2C(=NCCC2)CC1, predict the reaction product. The product is: [C:9]([C:8]1[CH:7]=[C:6]([CH:13]=[CH:12][CH:11]=1)[CH2:5][N:4]([CH:1]([CH3:3])[CH3:2])[CH2:16][CH2:15][C:14]([O:18][C:19]([CH3:22])([CH3:21])[CH3:20])=[O:17])#[N:10].